From a dataset of Full USPTO retrosynthesis dataset with 1.9M reactions from patents (1976-2016). Predict the reactants needed to synthesize the given product. (1) Given the product [CH3:1][O:2][C:3]1[CH:4]=[C:5]([C:11]2[CH:12]=[CH:13][C:14]3[N:15]([CH:19]=[C:20]([CH3:21])[N:17]=3)[N:16]=2)[CH:6]=[CH:7][C:8]=1[O:9][CH3:10], predict the reactants needed to synthesize it. The reactants are: [CH3:1][O:2][C:3]1[CH:4]=[C:5]([C:11]2[N:16]=[N:15][C:14]([NH2:17])=[CH:13][CH:12]=2)[CH:6]=[CH:7][C:8]=1[O:9][CH3:10].Cl[CH2:19][C:20](=O)[CH3:21].CCN(CC)CC. (2) Given the product [Br:1][C:2]1[CH:7]=[CH:6][C:5]([C:8]2[CH:9]=[CH:10][C:11]([C:14](=[O:21])[CH2:15][CH2:16][C:17]([OH:19])=[O:18])=[CH:12][CH:13]=2)=[C:4]([F:22])[CH:3]=1, predict the reactants needed to synthesize it. The reactants are: [Br:1][C:2]1[CH:7]=[CH:6][C:5]([C:8]2[CH:13]=[CH:12][C:11]([C:14](=[O:21])[CH2:15][CH2:16][C:17]([O:19]C)=[O:18])=[CH:10][CH:9]=2)=[C:4]([F:22])[CH:3]=1. (3) Given the product [ClH:15].[ClH:15].[CH3:16][O:4][C:3](=[O:5])[CH:2]([NH2:1])[CH2:6][NH:7][CH2:8][C:9]1[CH:14]=[CH:13][CH:12]=[CH:11][CH:10]=1, predict the reactants needed to synthesize it. The reactants are: [NH2:1][C@@H:2]([CH2:6][NH:7][CH2:8][C:9]1[CH:14]=[CH:13][CH:12]=[CH:11][CH:10]=1)[C:3]([OH:5])=[O:4].[ClH:15].[CH3:16]O. (4) The reactants are: [F:1][C:2]1[CH:16]=[CH:15][C:5]([CH2:6][C:7]2[O:11][N:10]=[C:9]([C:12]([OH:14])=O)[CH:8]=2)=[CH:4][CH:3]=1.ON1C2C=CC=CC=2N=N1.Cl.C(N=C=NCCCN(C)C)C.C(N(CC)CC)C.[O:46]1[CH2:50][CH2:49][CH:48]([CH2:51][NH2:52])[CH2:47]1. Given the product [O:46]1[CH2:50][CH2:49][CH:48]([CH2:51][NH:52][C:12]([C:9]2[CH:8]=[C:7]([CH2:6][C:5]3[CH:4]=[CH:3][C:2]([F:1])=[CH:16][CH:15]=3)[O:11][N:10]=2)=[O:14])[CH2:47]1, predict the reactants needed to synthesize it. (5) Given the product [NH2:1][C:2]([C:4]1[CH:5]=[C:6]([C:36]2[CH:35]=[CH:34][CH:33]=[C:32]([NH:31][S:28]([CH3:27])(=[O:29])=[O:30])[CH:37]=2)[CH:7]=[C:8]2[C:12]=1[NH:11][N:10]=[C:9]2[CH:13]1[CH2:18][CH2:17][N:16]([C:19]([O:21][C:22]([CH3:25])([CH3:24])[CH3:23])=[O:20])[CH2:15][CH2:14]1)=[O:3], predict the reactants needed to synthesize it. The reactants are: [NH2:1][C:2]([C:4]1[CH:5]=[C:6](Br)[CH:7]=[C:8]2[C:12]=1[NH:11][N:10]=[C:9]2[CH:13]1[CH2:18][CH2:17][N:16]([C:19]([O:21][C:22]([CH3:25])([CH3:24])[CH3:23])=[O:20])[CH2:15][CH2:14]1)=[O:3].[CH3:27][S:28]([NH:31][C:32]1[CH:33]=[C:34](B(O)O)[CH:35]=[CH:36][CH:37]=1)(=[O:30])=[O:29].C(=O)([O-])[O-].[Cs+].[Cs+]. (6) Given the product [CH2:1]([O:3][C:4]([C:6]1([NH:15][C:16]([C:18]2[C:23]([N:31]3[CH2:36][CH2:35][CH2:34][CH2:33][CH2:32]3)=[CH:22][CH:21]=[CH:20][N:19]=2)=[O:17])[CH2:14][C:13]2[C:8](=[CH:9][CH:10]=[CH:11][CH:12]=2)[CH2:7]1)=[O:5])[CH3:2], predict the reactants needed to synthesize it. The reactants are: [CH2:1]([O:3][C:4]([C:6]1([NH:15][C:16]([C:18]2[C:23](F)=[CH:22][CH:21]=[CH:20][N:19]=2)=[O:17])[CH2:14][C:13]2[C:8](=[CH:9][CH:10]=[CH:11][CH:12]=2)[CH2:7]1)=[O:5])[CH3:2].O1CCOCC1.[NH:31]1[CH2:36][CH2:35][CH2:34][CH2:33][CH2:32]1. (7) Given the product [CH3:1][O:2][C:3]([C:5]1[C:10]([N:11]([S:12]([CH2:15][C:16]2[CH:21]=[C:20]([C:22]([F:25])([F:23])[F:24])[CH:19]=[CH:18][C:17]=2[Cl:26])(=[O:13])=[O:14])[CH2:38][CH:37]([Cl:47])[Cl:36])=[N:9][CH:8]=[CH:7][N:6]=1)=[O:4], predict the reactants needed to synthesize it. The reactants are: [CH3:1][O:2][C:3]([C:5]1[C:10]([NH:11][S:12]([CH2:15][C:16]2[CH:21]=[C:20]([C:22]([F:25])([F:24])[F:23])[CH:19]=[CH:18][C:17]=2[Cl:26])(=[O:14])=[O:13])=[N:9][CH:8]=[CH:7][N:6]=1)=[O:4].C(N(CC)C(C)C)(C)C.[Cl:36][CH:37]([Cl:47])[CH2:38]OS(C(F)(F)F)(=O)=O.